This data is from Full USPTO retrosynthesis dataset with 1.9M reactions from patents (1976-2016). The task is: Predict the reactants needed to synthesize the given product. (1) Given the product [CH3:1][N:2]1[C:6]2[CH2:7][CH2:8][CH2:9][C:5]=2[C:4]([C:10]2[CH:15]=[CH:14][C:13]([NH2:16])=[CH:12][C:11]=2[CH3:19])=[N:3]1, predict the reactants needed to synthesize it. The reactants are: [CH3:1][N:2]1[C:6]2[CH2:7][CH2:8][CH2:9][C:5]=2[C:4]([C:10]2[CH:15]=[CH:14][C:13]([N+:16]([O-])=O)=[CH:12][C:11]=2[CH3:19])=[N:3]1. (2) Given the product [F:24][C:25]1[CH:30]=[CH:29][C:28]([C:2]2[C:7]([F:8])=[CH:6][CH:5]=[C:4]([C:9]([NH:12][C:13]([N:15]3[CH:21]4[CH2:20][CH2:19][N:18]([CH2:23][CH2:22]4)[CH2:17][CH2:16]3)=[O:14])([CH3:10])[CH3:11])[CH:3]=2)=[CH:27][CH:26]=1, predict the reactants needed to synthesize it. The reactants are: Br[C:2]1[CH:3]=[C:4]([C:9]([NH:12][C:13]([N:15]2[CH:21]3[CH2:22][CH2:23][N:18]([CH2:19][CH2:20]3)[CH2:17][CH2:16]2)=[O:14])([CH3:11])[CH3:10])[CH:5]=[CH:6][C:7]=1[F:8].[F:24][C:25]1[CH:30]=[CH:29][C:28](B(O)O)=[CH:27][CH:26]=1. (3) Given the product [C:31]([C:30]1([NH:33][C:16]([C@@H:14]2[CH2:15][C@@H:11]([S:8]([C:4]3[CH:5]=[CH:6][CH:7]=[C:2]([Br:1])[CH:3]=3)(=[O:10])=[O:9])[CH2:12][C@H:13]2[C:19]([N:21]2[CH2:25][CH2:24][C:23]([F:26])([F:27])[CH2:22]2)=[O:20])=[O:18])[CH2:28][CH2:29]1)#[N:32], predict the reactants needed to synthesize it. The reactants are: [Br:1][C:2]1[CH:3]=[C:4]([S:8]([C@@H:11]2[CH2:15][C@@H:14]([C:16]([OH:18])=O)[C@H:13]([C:19]([N:21]3[CH2:25][CH2:24][C:23]([F:27])([F:26])[CH2:22]3)=[O:20])[CH2:12]2)(=[O:10])=[O:9])[CH:5]=[CH:6][CH:7]=1.[CH2:28]1[C:30]([NH2:33])([C:31]#[N:32])[CH2:29]1.Cl.